Dataset: Full USPTO retrosynthesis dataset with 1.9M reactions from patents (1976-2016). Task: Predict the reactants needed to synthesize the given product. (1) Given the product [F:12][C:9]([F:10])([F:11])[C:7]1[CH:6]=[C:5]([N:13]([CH3:42])[C:14]([N:16]([C@H:17]2[C@H:21]([C:22]3[CH:27]=[CH:26][C:25]([F:28])=[CH:24][CH:23]=3)[CH2:20][N:19]([C:29]([N:49]3[CH2:50][CH2:51][C:46]([F:52])([F:45])[CH2:47][CH2:48]3)=[O:30])[CH2:18]2)[CH3:41])=[O:15])[CH:4]=[C:3]([C:2]([F:1])([F:43])[F:44])[CH:8]=1, predict the reactants needed to synthesize it. The reactants are: [F:1][C:2]([F:44])([F:43])[C:3]1[CH:4]=[C:5]([N:13]([CH3:42])[C:14]([N:16]([CH3:41])[C@H:17]2[C@H:21]([C:22]3[CH:27]=[CH:26][C:25]([F:28])=[CH:24][CH:23]=3)[CH2:20][N:19]([C:29](OC3C=CC([N+]([O-])=O)=CC=3)=[O:30])[CH2:18]2)=[O:15])[CH:6]=[C:7]([C:9]([F:12])([F:11])[F:10])[CH:8]=1.[F:45][C:46]1([F:52])[CH2:51][CH2:50][NH:49][CH2:48][CH2:47]1. (2) Given the product [NH2:1][C@H:2]([C:8]([OH:10])=[O:9])[CH2:3][CH2:4][C:5]([OH:16])=[O:7].[NH2:11][C@H:12]([C:17]([OH:19])=[O:18])[CH2:13][C:14]([OH:7])=[O:16], predict the reactants needed to synthesize it. The reactants are: [NH2:1][C@H:2]([C:8]([OH:10])=[O:9])[CH2:3][CH2:4][C:5](=[O:7])N.[NH2:11][C@H:12]([C:17]([OH:19])=[O:18])[CH2:13][C:14](=[O:16])N. (3) The reactants are: C(OC([N:8]1[CH2:12][CH2:11][CH2:10][CH:9]1[CH2:13][CH2:14][N:15]([CH2:18][C:19]1[CH:24]=[CH:23][CH:22]=[C:21]([C:25]2[CH:30]=[CH:29][N:28]=[C:27](Cl)[N:26]=2)[CH:20]=1)[CH2:16][CH3:17])=O)(C)(C)C.[NH2:32][CH2:33][CH2:34][C:35]1[CH:36]=[C:37]([OH:41])[CH:38]=[CH:39][CH:40]=1. Given the product [CH2:16]([N:15]([CH2:18][C:19]1[CH:20]=[C:21]([C:25]2[CH:30]=[CH:29][N:28]=[C:27]([NH:32][CH2:33][CH2:34][C:35]3[CH:36]=[C:37]([OH:41])[CH:38]=[CH:39][CH:40]=3)[N:26]=2)[CH:22]=[CH:23][CH:24]=1)[CH2:14][CH2:13][C@@H:9]1[CH2:10][CH2:11][CH2:12][NH:8]1)[CH3:17], predict the reactants needed to synthesize it. (4) The reactants are: [Br:1][C:2]1[CH:7]=[CH:6][C:5]([CH3:8])=[CH:4][C:3]=1[NH:9][C:10](=[O:14])[CH:11]([CH3:13])[CH3:12].Cl[CH2:16][CH2:17][CH2:18][O:19][CH3:20]. Given the product [Br:1][C:2]1[CH:7]=[CH:6][C:5]([CH3:8])=[CH:4][C:3]=1[N:9]([CH2:16][CH2:17][CH2:18][O:19][CH3:20])[C:10](=[O:14])[CH:11]([CH3:12])[CH3:13], predict the reactants needed to synthesize it.